This data is from Forward reaction prediction with 1.9M reactions from USPTO patents (1976-2016). The task is: Predict the product of the given reaction. (1) Given the reactants [CH3:1][CH:2]([NH:12][CH2:13][CH:14]([OH:22])[C:15]1[CH:16]=[CH:17][C:18]([OH:21])=[CH:19][CH:20]=1)[CH2:3][CH2:4][C:5]1[CH:6]=[CH:7][C:8]([OH:11])=[CH:9][CH:10]=1.[ClH:23], predict the reaction product. The product is: [CH3:1][CH:2]([NH:12][CH2:13][CH:14]([OH:22])[C:15]1[CH:20]=[CH:19][C:18]([OH:21])=[CH:17][CH:16]=1)[CH2:3][CH2:4][C:5]1[CH:6]=[CH:7][C:8]([OH:11])=[CH:9][CH:10]=1.[ClH:23]. (2) Given the reactants C1(CC(Cl)=O)C=CC=CC=1.[Cl:11][C:12]1[CH:13]=[C:14]([CH:16]=[CH:17][C:18]=1[O:19][C:20]1[C:29]2[C:24](=[CH:25][C:26]([O:32][CH3:33])=[C:27]([O:30][CH3:31])[CH:28]=2)[N:23]=[CH:22][CH:21]=1)[NH2:15].[C:34]1([CH2:40][C:41]([N:43]=[C:44]=[S:45])=[O:42])[CH:39]=[CH:38][CH:37]=[CH:36][CH:35]=1, predict the reaction product. The product is: [C:34]1([CH2:40][C:41]([N:43]=[C:44]=[S:45])=[O:42])[CH:39]=[CH:38][CH:37]=[CH:36][CH:35]=1.[Cl:11][C:12]1[CH:13]=[C:14]([NH:15][C:44]([NH:43][C:41](=[O:42])[CH2:40][C:34]2[CH:35]=[CH:36][CH:37]=[CH:38][CH:39]=2)=[S:45])[CH:16]=[CH:17][C:18]=1[O:19][C:20]1[C:29]2[C:24](=[CH:25][C:26]([O:32][CH3:33])=[C:27]([O:30][CH3:31])[CH:28]=2)[N:23]=[CH:22][CH:21]=1. (3) Given the reactants [C:1]1([C:6]([CH2:8][C:9]#[N:10])=[O:7])[S:5][CH:4]=[CH:3][CH:2]=1.[N-:11]=[N+:12]=[N-:13].[Na+].[Cl-].C([NH+](CC)CC)C, predict the reaction product. The product is: [NH:11]1[C:9]([CH2:8][C:6]([C:1]2[S:5][CH:4]=[CH:3][CH:2]=2)=[O:7])=[N:10][N:13]=[N:12]1. (4) Given the reactants C(OC(=O)[NH:7][C:8]1[CH:13]=[CH:12][C:11]([CH2:14][C:15](=[O:38])[NH:16][C:17]2[C:18](=[O:37])[N:19]([CH2:29][C:30]3[CH:35]=[CH:34][CH:33]=[CH:32][C:31]=3[F:36])[C:20](=[O:28])[N:21]([CH2:24][CH:25]3[CH2:27][CH2:26]3)[C:22]=2[NH2:23])=[CH:10][CH:9]=1)(C)(C)C.[ClH:40], predict the reaction product. The product is: [ClH:40].[NH2:23][C:22]1[N:21]([CH2:24][CH:25]2[CH2:27][CH2:26]2)[C:20](=[O:28])[N:19]([CH2:29][C:30]2[CH:35]=[CH:34][CH:33]=[CH:32][C:31]=2[F:36])[C:18](=[O:37])[C:17]=1[NH:16][C:15](=[O:38])[CH2:14][C:11]1[CH:10]=[CH:9][C:8]([NH2:7])=[CH:13][CH:12]=1. (5) Given the reactants [CH3:1][Si:2]([CH3:27])([CH3:26])[CH2:3][CH2:4][O:5][C:6](=[O:25])[NH:7][C:8]1[CH:13]=[C:12]([CH3:14])[C:11](B2OC(C)(C)C(C)(C)O2)=[C:10]([NH2:24])[CH:9]=1.[C:28]([O:32][C:33](=[O:54])[NH:34][C:35]([C:37]1[S:38][C:39]([S:52][CH3:53])=[C:40]([S:42]([C:45]2[CH:50]=[CH:49][CH:48]=[C:47](Br)[CH:46]=2)(=[O:44])=[O:43])[CH:41]=1)=[NH:36])([CH3:31])([CH3:30])[CH3:29].C([O-])([O-])=O.[Na+].[Na+].C(O)C, predict the reaction product. The product is: [CH3:27][Si:2]([CH3:1])([CH3:26])[CH2:3][CH2:4][O:5][C:6](=[O:25])[NH:7][C:8]1[CH:9]=[C:10]([NH2:24])[C:11]([C:49]2[CH:48]=[CH:47][CH:46]=[C:45]([S:42]([C:40]3[CH:41]=[C:37]([C:35]([NH:34][C:33]([O:32][C:28]([CH3:29])([CH3:30])[CH3:31])=[O:54])=[NH:36])[S:38][C:39]=3[S:52][CH3:53])(=[O:43])=[O:44])[CH:50]=2)=[C:12]([CH3:14])[CH:13]=1. (6) Given the reactants Br[C:2]1[CH:3]=[CH:4][C:5]([O:10][CH3:11])=[C:6]([CH:9]=1)[CH:7]=[O:8].C(=O)([O-])[O-].[Na+].[Na+].C(B(CC)[C:21]1[CH:22]=[N:23][CH:24]=[CH:25][CH:26]=1)C, predict the reaction product. The product is: [CH3:11][O:10][C:5]1[CH:4]=[C:3]([C:21]2[CH:22]=[N:23][CH:24]=[CH:25][CH:26]=2)[CH:2]=[CH:9][C:6]=1[CH:7]=[O:8].